Dataset: Catalyst prediction with 721,799 reactions and 888 catalyst types from USPTO. Task: Predict which catalyst facilitates the given reaction. Reactant: [Cl:1][C:2]1[C:3]([N:27]([CH3:31])[CH2:28][CH2:29][CH3:30])=[CH:4][C:5]2[N:11]=[C:10]([C:12]3[CH:17]=[CH:16][CH:15]=[C:14]([N:18]4[C:22]([CH2:23]O)=[CH:21][N:20]=[N:19]4)[CH:13]=3)[CH2:9][C:8](=[O:25])[NH:7][C:6]=2[CH:26]=1.S(Cl)(Cl)=O.[Cl-].[CH2:37]([NH:39][CH2:40][CH3:41])[CH3:38]. Product: [Cl:1][C:2]1[C:3]([N:27]([CH3:31])[CH2:28][CH2:29][CH3:30])=[CH:4][C:5]2[N:11]=[C:10]([C:12]3[CH:17]=[CH:16][CH:15]=[C:14]([N:18]4[C:22]([CH2:23][N:39]([CH2:40][CH3:41])[CH2:37][CH3:38])=[CH:21][N:20]=[N:19]4)[CH:13]=3)[CH2:9][C:8](=[O:25])[NH:7][C:6]=2[CH:26]=1. The catalyst class is: 139.